From a dataset of Catalyst prediction with 721,799 reactions and 888 catalyst types from USPTO. Predict which catalyst facilitates the given reaction. (1) Reactant: [NH2:1][C:2]1[CH:3]=[C:4]([C:7]([C:10]2[CH:15]=[CH:14][C:13]([Cl:16])=[CH:12][C:11]=2[Cl:17])=[CH:8][N:9]=1)[C:5]#[N:6].C1C(=O)N([Cl:25])C(=O)C1.CCOC(C)=O. Product: [NH2:1][C:2]1[C:3]([Cl:25])=[C:4]([C:7]([C:10]2[CH:15]=[CH:14][C:13]([Cl:16])=[CH:12][C:11]=2[Cl:17])=[CH:8][N:9]=1)[C:5]#[N:6]. The catalyst class is: 3. (2) Reactant: [CH3:1][C:2]1[C:10]2[C:5](=[CH:6][C:7]([NH2:11])=[CH:8][CH:9]=2)[NH:4][N:3]=1.C([O-])(O)=O.[Na+].[F:17][C:18]1[C:19](Cl)=[N:20][C:21]([Cl:24])=[N:22][CH:23]=1. Product: [Cl:24][C:21]1[N:22]=[C:23]([NH:11][C:7]2[CH:6]=[C:5]3[C:10]([C:2]([CH3:1])=[N:3][NH:4]3)=[CH:9][CH:8]=2)[C:18]([F:17])=[CH:19][N:20]=1. The catalyst class is: 242. (3) Reactant: [C:1]([C:5]1[CH:31]=[CH:30][C:8]([NH:9][C:10]2[CH:29]=[CH:28][C:13]([O:14][C:15]3[C:24]4[C:19](=[CH:20][C:21]([OH:27])=[C:22]([O:25][CH3:26])[CH:23]=4)[N:18]=[CH:17][N:16]=3)=[CH:12][CH:11]=2)=[CH:7][CH:6]=1)([CH3:4])([CH3:3])[CH3:2].C(=O)([O-])[O-].[K+].[K+].Cl.Cl[CH2:40][CH2:41][N:42]1[CH2:47][CH2:46][O:45][CH2:44][CH2:43]1.CN(C)C=O. Product: [C:1]([C:5]1[CH:31]=[CH:30][C:8]([NH:9][C:10]2[CH:29]=[CH:28][C:13]([O:14][C:15]3[C:24]4[C:19](=[CH:20][C:21]([O:27][CH2:40][CH2:41][N:42]5[CH2:47][CH2:46][O:45][CH2:44][CH2:43]5)=[C:22]([O:25][CH3:26])[CH:23]=4)[N:18]=[CH:17][N:16]=3)=[CH:12][CH:11]=2)=[CH:7][CH:6]=1)([CH3:4])([CH3:2])[CH3:3]. The catalyst class is: 6. (4) Reactant: C(OC(=O)[NH:7][C@H:8]1[CH2:13][CH2:12][C@@H:11]([N:14]2[C:19](=[O:20])[C:18]3[CH:21]=[C:22]([F:25])[CH:23]=[N:24][C:17]=3[N:16]([C:26]3[CH:27]=[C:28]([C:32]4[CH:37]=[CH:36][C:35]([CH2:38][N:39]([CH3:41])[CH3:40])=[CH:34][CH:33]=4)[CH:29]=[CH:30][CH:31]=3)[C:15]2=[O:42])[CH2:10][CH2:9]1)(C)(C)C.[ClH:44].C(OCC)C. Product: [ClH:44].[ClH:44].[NH2:7][C@@H:8]1[CH2:13][CH2:12][C@H:11]([N:14]2[C:19](=[O:20])[C:18]3[CH:21]=[C:22]([F:25])[CH:23]=[N:24][C:17]=3[N:16]([C:26]3[CH:27]=[C:28]([C:32]4[CH:33]=[CH:34][C:35]([CH2:38][N:39]([CH3:40])[CH3:41])=[CH:36][CH:37]=4)[CH:29]=[CH:30][CH:31]=3)[C:15]2=[O:42])[CH2:10][CH2:9]1. The catalyst class is: 12. (5) Reactant: F[C:2](F)(F)[C:3](O)=[O:4].[NH2:8][CH:9]([CH2:14][C:15]1[CH:20]=[CH:19][C:18]([O:21][CH2:22][CH2:23][N:24]2[C:28]3[CH:29]=[CH:30][C:31]([C:33](=[O:40])[C:34]4[CH:39]=[CH:38][CH:37]=[CH:36][CH:35]=4)=[CH:32][C:27]=3[S:26][C:25]2=[O:41])=[CH:17][CH:16]=1)[C:10]([O:12][CH3:13])=[O:11].C(N(CC)CC)C.C(Cl)(=O)C. Product: [C:3]([NH:8][CH:9]([CH2:14][C:15]1[CH:16]=[CH:17][C:18]([O:21][CH2:22][CH2:23][N:24]2[C:28]3[CH:29]=[CH:30][C:31]([C:33](=[O:40])[C:34]4[CH:35]=[CH:36][CH:37]=[CH:38][CH:39]=4)=[CH:32][C:27]=3[S:26][C:25]2=[O:41])=[CH:19][CH:20]=1)[C:10]([O:12][CH3:13])=[O:11])(=[O:4])[CH3:2]. The catalyst class is: 13. (6) Product: [CH3:25][C:8]1([CH3:26])[CH2:7][C:6]2[C:11](=[C:12]3[CH2:16][C:15]([CH3:17])([CH3:18])[O:14][C:13]3=[C:4]([OH:3])[CH:5]=2)[C:10]([C:19]2[CH:20]=[CH:21][CH:22]=[CH:23][CH:24]=2)=[N:9]1. The catalyst class is: 6. Reactant: Br.C[O:3][C:4]1[CH:5]=[C:6]2[C:11](=[C:12]3[CH2:16][C:15]([CH3:18])([CH3:17])[O:14][C:13]=13)[C:10]([C:19]1[CH:24]=[CH:23][CH:22]=[CH:21][CH:20]=1)=[N:9][C:8]([CH3:26])([CH3:25])[CH2:7]2.N. (7) Reactant: [C:1]([O:4][C@H:5]([C@H:9]1[O:14][CH2:13][CH2:12][N:11]([C:15]2[CH:16]=[C:17]3[C:21](=[CH:22][CH:23]=2)[CH2:20][N:19]([CH3:24])[C:18]3=[O:25])[C:10]1=[O:26])[C:6](O)=[O:7])(=[O:3])[CH3:2].[O:27]=[C:28]1[O:32][N:31]=[C:30]([C:33]2[CH:38]=[CH:37][C:36]([NH-:39])=[CH:35][CH:34]=2)[NH:29]1.CCN=C=NCCCN(C)C. Product: [C:1]([O:4][C@H:5]([C@H:9]1[O:14][CH2:13][CH2:12][N:11]([C:15]2[CH:16]=[C:17]3[C:21](=[CH:22][CH:23]=2)[CH2:20][N:19]([CH3:24])[C:18]3=[O:25])[C:10]1=[O:26])[C:6](=[O:7])[NH:39][C:36]1[CH:35]=[CH:34][C:33]([C:30]2[NH:29][C:28](=[O:27])[O:32][N:31]=2)=[CH:38][CH:37]=1)(=[O:3])[CH3:2]. The catalyst class is: 23.